From a dataset of Reaction yield outcomes from USPTO patents with 853,638 reactions. Predict the reaction yield, written as a fraction of the theoretical maximum amount of product (1.0 means a 100% yield; for example, 0.34 means a 34% yield). (1) The reactants are [Cl:1][C:2]1[N:3]=[C:4]([O:20][CH:21]2[CH2:26][CH2:25][C:24]([CH3:28])([OH:27])[CH2:23][CH2:22]2)[C:5]2[C:10](I)=[CH:9][N:8]([CH2:12][O:13][CH2:14][CH2:15][Si:16]([CH3:19])([CH3:18])[CH3:17])[C:6]=2[N:7]=1.[CH3:29][C:30]1[O:31][C:32]2[CH:38]=[C:37](B3OC(C)(C)C(C)(C)O3)[CH:36]=[CH:35][C:33]=2[N:34]=1.O.O.O.P([O-])([O-])([O-])=O.[K+].[K+].[K+].O1CCOCC1. The catalyst is O. The product is [Cl:1][C:2]1[N:3]=[C:4]([O:20][CH:21]2[CH2:26][CH2:25][C:24]([CH3:28])([OH:27])[CH2:23][CH2:22]2)[C:5]2[C:10]([C:37]3[CH:36]=[CH:35][C:33]4[N:34]=[C:30]([CH3:29])[O:31][C:32]=4[CH:38]=3)=[CH:9][N:8]([CH2:12][O:13][CH2:14][CH2:15][Si:16]([CH3:19])([CH3:18])[CH3:17])[C:6]=2[N:7]=1. The yield is 0.950. (2) The reactants are FC(F)(F)S(O[C@H:7]([CH2:12][N:13]([C:18]1[CH:23]=[CH:22][C:21]([O:24][C:25]2[CH:30]=[CH:29][C:28]([C:31]([F:34])([F:33])[F:32])=[CH:27][CH:26]=2)=[CH:20][CH:19]=1)[S:14]([CH3:17])(=[O:16])=[O:15])[C:8]([O:10][CH3:11])=[O:9])(=O)=O.[NH:37]1[CH2:42][CH2:41][O:40][CH2:39][CH2:38]1.C(Cl)Cl.O. The catalyst is C(Cl)Cl. The product is [N:37]1([C@@H:7]([CH2:12][N:13]([C:18]2[CH:19]=[CH:20][C:21]([O:24][C:25]3[CH:30]=[CH:29][C:28]([C:31]([F:32])([F:33])[F:34])=[CH:27][CH:26]=3)=[CH:22][CH:23]=2)[S:14]([CH3:17])(=[O:16])=[O:15])[C:8]([O:10][CH3:11])=[O:9])[CH2:42][CH2:41][O:40][CH2:39][CH2:38]1. The yield is 0.950. (3) The reactants are [NH2:1][C:2]1[S:3][C:4]([C:12]2[CH:17]=[CH:16][N:15]=[C:14](F)[CH:13]=2)=[C:5]([C:7]2[O:8][CH:9]=[CH:10][CH:11]=2)[N:6]=1.[OH-:19].[Na+]. The catalyst is Cl. The product is [NH2:1][C:2]1[S:3][C:4]([C:12]2[CH:17]=[CH:16][NH:15][C:14](=[O:19])[CH:13]=2)=[C:5]([C:7]2[O:8][CH:9]=[CH:10][CH:11]=2)[N:6]=1. The yield is 0.510. (4) The reactants are CC1=C(C)C(OC1=O)=O.[NH2:10][CH2:11][CH2:12][C:13]12[CH2:19][CH:16]([CH2:17][CH2:18]1)[CH:15]=[CH:14]2. The catalyst is C1(C)C=CC=CC=1. The product is [C:11]([CH2:12][C:13]12[CH2:19][CH:16]([CH2:17][CH2:18]1)[CH:15]=[CH:14]2)#[N:10]. The yield is 0.910.